The task is: Predict the reaction yield, written as a fraction of the theoretical maximum amount of product (1.0 means a 100% yield; for example, 0.34 means a 34% yield).. This data is from Reaction yield outcomes from USPTO patents with 853,638 reactions. (1) The reactants are Cl[Si](C)(C)[CH3:3].[CH2:6]([N:13]1[CH2:18][CH:17]([OH:19])[CH2:16][CH:15]([C:20]([OH:22])=[O:21])[CH2:14]1)[C:7]1[CH:12]=[CH:11][CH:10]=[CH:9][CH:8]=1. The catalyst is CO. The product is [CH2:6]([N:13]1[CH2:18][CH:17]([OH:19])[CH2:16][CH:15]([C:20]([O:22][CH3:3])=[O:21])[CH2:14]1)[C:7]1[CH:8]=[CH:9][CH:10]=[CH:11][CH:12]=1. The yield is 0.710. (2) The product is [O:1]1[CH2:6][CH2:5][CH2:4][CH:3]([CH2:7][CH2:8][CH2:9][OH:10])[CH2:2]1. The yield is 0.910. The reactants are [O:1]1[CH2:6][CH2:5][CH2:4][C:3](=[CH:7][CH2:8][CH2:9][OH:10])[CH2:2]1. The catalyst is CO.[OH-].[OH-].[Pd+2].